This data is from Full USPTO retrosynthesis dataset with 1.9M reactions from patents (1976-2016). The task is: Predict the reactants needed to synthesize the given product. (1) The reactants are: Br[C:2]1[CH:7]=[C:6]([CH2:8][NH:9][C:10]2[CH:28]=[CH:27][CH:26]=[CH:25][C:11]=2[C:12]([NH:14][C:15]2[CH:16]=[CH:17][C:18]3[C:22]([CH:23]=2)=[N:21][N:20]([CH3:24])[CH:19]=3)=[O:13])[CH:5]=[CH:4][N:3]=1.CN(C=O)C.C(=O)([O-])[O-].[Cs+].[Cs+].[N:40]1([C:46]([NH2:48])=[O:47])[CH2:45][CH2:44][S:43][CH2:42][CH2:41]1. Given the product [CH3:24][N:20]1[CH:19]=[C:18]2[C:22]([CH:23]=[C:15]([NH:14][C:12]([C:11]3[CH:25]=[CH:26][CH:27]=[CH:28][C:10]=3[NH:9][CH2:8][C:6]3[CH:5]=[CH:4][N:3]=[C:2]([NH:48][C:46]([N:40]4[CH2:45][CH2:44][S:43][CH2:42][CH2:41]4)=[O:47])[CH:7]=3)=[O:13])[CH:16]=[CH:17]2)=[N:21]1, predict the reactants needed to synthesize it. (2) Given the product [CH3:22][O:21][C:19]([C:18]1[CH:23]=[C:24]2[C:15](=[CH:16][CH:17]=1)[NH:14][C:4](=[O:5])[CH:3]2[S:2][CH3:1])=[O:20], predict the reactants needed to synthesize it. The reactants are: [CH3:1][S:2][CH2:3][C:4](OCC)=[O:5].S(Cl)(Cl)(=O)=O.[NH2:14][C:15]1[CH:24]=[CH:23][C:18]([C:19]([O:21][CH3:22])=[O:20])=[CH:17][CH:16]=1.CN(C1C2C(N(C)C)=CC=CC=2C=CC=1)C. (3) Given the product [Cl:1][C:2]1[CH:3]=[C:4]([C:9]2([C:27]([F:28])([F:30])[F:29])[CH2:13][CH2:12][N:11]([C:14]3[S:15][C:16]4[C:22]([C:23]([OH:25])=[O:24])=[CH:21][CH:20]=[CH:19][C:17]=4[N:18]=3)[CH2:10]2)[CH:5]=[C:6]([Cl:8])[CH:7]=1, predict the reactants needed to synthesize it. The reactants are: [Cl:1][C:2]1[CH:3]=[C:4]([C:9]2([C:27]([F:30])([F:29])[F:28])[CH2:13][CH2:12][N:11]([C:14]3[S:15][C:16]4[C:22]([C:23]([O:25]C)=[O:24])=[CH:21][CH:20]=[CH:19][C:17]=4[N:18]=3)[CH2:10]2)[CH:5]=[C:6]([Cl:8])[CH:7]=1.[OH-].[Na+].Cl. (4) Given the product [CH3:14][N:11]1[CH2:12][CH2:13][C:4]2([O:3][CH:2]([CH3:1])[CH:6]3[CH:5]2[NH:7]3)[CH2:9][CH2:10]1, predict the reactants needed to synthesize it. The reactants are: [CH3:1][CH:2]1[C:6](=[N:7]O)[CH2:5][C:4]2([CH2:13][CH2:12][N:11]([CH3:14])[CH2:10][CH2:9]2)[O:3]1.[H-].COCCO[Al+]OCCOC.[Na+].[H-]. (5) Given the product [CH3:27][O:26][C:23]1[CH:22]=[CH:21][C:20]([C:16]2([C:3]3[NH:4][C:5]4[C:10]([C:2]=3[CH3:1])=[CH:9][CH:8]=[CH:7][CH:6]=4)[CH2:17][CH2:18][C:13]([N:12]([CH3:11])[CH3:34])([C:28]3[CH:29]=[CH:30][CH:31]=[CH:32][CH:33]=3)[CH2:14][CH2:15]2)=[CH:25][CH:24]=1, predict the reactants needed to synthesize it. The reactants are: [CH3:1][C:2]1[C:10]2[C:5](=[CH:6][CH:7]=[CH:8][CH:9]=2)[NH:4][CH:3]=1.[CH3:11][N:12]([CH3:34])[C:13]1([C:28]2[CH:33]=[CH:32][CH:31]=[CH:30][CH:29]=2)[CH2:18][CH2:17][C:16]([C:20]2[CH:25]=[CH:24][C:23]([O:26][CH3:27])=[CH:22][CH:21]=2)(O)[CH2:15][CH2:14]1.C[Si](OS(C(F)(F)F)(=O)=O)(C)C.[OH-].[Na+]. (6) Given the product [F:1][C:2]1[CH:3]=[C:4]([CH2:9][C:10]([O:12][CH3:13])=[O:11])[CH:5]=[CH:6][C:7]=1[OH:8], predict the reactants needed to synthesize it. The reactants are: [F:1][C:2]1[CH:3]=[C:4]([CH2:9][C:10]([OH:12])=[O:11])[CH:5]=[CH:6][C:7]=1[OH:8].[CH3:13]O. (7) Given the product [ClH:32].[CH3:1][O:2][C:3]1[CH:8]=[CH:7][CH:6]=[CH:5][C:4]=1[N:9]1[CH2:10][CH2:11][N:12]([CH2:15][CH2:16][CH2:17][C:18]([O:20][C:21]2[CH:30]=[C:29]3[C:24]([CH2:25][CH2:26][C:27](=[O:31])[NH:28]3)=[CH:23][CH:22]=2)=[O:19])[CH2:13][CH2:14]1, predict the reactants needed to synthesize it. The reactants are: [CH3:1][O:2][C:3]1[CH:8]=[CH:7][CH:6]=[CH:5][C:4]=1[N:9]1[CH2:14][CH2:13][N:12]([CH2:15][CH2:16][CH2:17][C:18]([O:20][C:21]2[CH:30]=[C:29]3[C:24]([CH2:25][CH2:26][C:27](=[O:31])[NH:28]3)=[CH:23][CH:22]=2)=[O:19])[CH2:11][CH2:10]1.[ClH:32].